From a dataset of Forward reaction prediction with 1.9M reactions from USPTO patents (1976-2016). Predict the product of the given reaction. (1) The product is: [ClH:19].[CH3:16][C:4]1[C:5]([C:8]2[S:12][C:11]([C:13]([N:21]3[CH2:26][CH2:25][CH2:24][CH:23]([N:27]4[CH2:28][CH2:29][O:30][CH2:31][CH2:32]4)[CH2:22]3)=[O:15])=[CH:10][CH:9]=2)=[N:6][O:7][C:3]=1[C:2]([F:1])([F:18])[F:17]. Given the reactants [F:1][C:2]([F:18])([F:17])[C:3]1[O:7][N:6]=[C:5]([C:8]2[S:12][C:11]([C:13]([OH:15])=O)=[CH:10][CH:9]=2)[C:4]=1[CH3:16].[ClH:19].Cl.[NH:21]1[CH2:26][CH2:25][CH2:24][CH:23]([N:27]2[CH2:32][CH2:31][O:30][CH2:29][CH2:28]2)[CH2:22]1.N1CCCCC1, predict the reaction product. (2) Given the reactants [Br:1][C:2]1[CH:3]=[CH:4][C:5]([OH:25])=[C:6]([CH:24]=1)[C:7]([NH:9][C:10]1[S:11][C:12]([C:21](O)=[O:22])=[C:13]([C:15]2[CH:20]=[CH:19][CH:18]=[CH:17][CH:16]=2)[N:14]=1)=[O:8].CN.O.O[N:30]1[C:34]2C=CC=CC=2N=N1.CCN=C=NCCCN(C)C.Cl.Cl, predict the reaction product. The product is: [Br:1][C:2]1[CH:3]=[CH:4][C:5]([OH:25])=[C:6]([CH:24]=1)[C:7]([NH:9][C:10]1[S:11][C:12]([C:21]([NH:30][CH3:34])=[O:22])=[C:13]([C:15]2[CH:20]=[CH:19][CH:18]=[CH:17][CH:16]=2)[N:14]=1)=[O:8].